Dataset: Forward reaction prediction with 1.9M reactions from USPTO patents (1976-2016). Task: Predict the product of the given reaction. The product is: [NH:9]1[CH2:13][CH2:12][CH2:11][C@H:10]1[CH2:14][N:15]1[CH2:16][CH2:17][O:18][CH2:19][CH2:20]1. Given the reactants Cl.C(OC([N:9]1[CH2:13][CH2:12][CH2:11][C@H:10]1[CH2:14][N:15]1[CH2:20][CH2:19][O:18][CH2:17][CH2:16]1)=O)(C)(C)C, predict the reaction product.